Regression. Given two drug SMILES strings and cell line genomic features, predict the synergy score measuring deviation from expected non-interaction effect. From a dataset of NCI-60 drug combinations with 297,098 pairs across 59 cell lines. (1) Drug 1: CCCCC(=O)OCC(=O)C1(CC(C2=C(C1)C(=C3C(=C2O)C(=O)C4=C(C3=O)C=CC=C4OC)O)OC5CC(C(C(O5)C)O)NC(=O)C(F)(F)F)O. Drug 2: C1=NC2=C(N1)C(=S)N=CN2. Cell line: COLO 205. Synergy scores: CSS=41.2, Synergy_ZIP=-3.59, Synergy_Bliss=-4.57, Synergy_Loewe=-3.87, Synergy_HSA=-0.802. (2) Drug 2: COCCOC1=C(C=C2C(=C1)C(=NC=N2)NC3=CC=CC(=C3)C#C)OCCOC.Cl. Drug 1: COC1=NC(=NC2=C1N=CN2C3C(C(C(O3)CO)O)O)N. Cell line: TK-10. Synergy scores: CSS=32.4, Synergy_ZIP=1.76, Synergy_Bliss=-0.778, Synergy_Loewe=-11.6, Synergy_HSA=5.89. (3) Drug 1: C1=CC(=C2C(=C1NCCNCCO)C(=O)C3=C(C=CC(=C3C2=O)O)O)NCCNCCO. Drug 2: C1C(C(OC1N2C=NC3=C(N=C(N=C32)Cl)N)CO)O. Cell line: NCIH23. Synergy scores: CSS=54.9, Synergy_ZIP=-4.09, Synergy_Bliss=-4.77, Synergy_Loewe=-15.4, Synergy_HSA=-3.60. (4) Drug 1: C1=CC=C(C=C1)NC(=O)CCCCCCC(=O)NO. Drug 2: B(C(CC(C)C)NC(=O)C(CC1=CC=CC=C1)NC(=O)C2=NC=CN=C2)(O)O. Cell line: KM12. Synergy scores: CSS=75.1, Synergy_ZIP=-2.70, Synergy_Bliss=-5.45, Synergy_Loewe=-3.95, Synergy_HSA=-3.28. (5) Drug 1: CC1=CC=C(C=C1)C2=CC(=NN2C3=CC=C(C=C3)S(=O)(=O)N)C(F)(F)F. Drug 2: COC1=NC(=NC2=C1N=CN2C3C(C(C(O3)CO)O)O)N. Cell line: K-562. Synergy scores: CSS=-2.65, Synergy_ZIP=5.88, Synergy_Bliss=-3.23, Synergy_Loewe=-4.47, Synergy_HSA=-5.16. (6) Drug 1: CC1=C2C(C(=O)C3(C(CC4C(C3C(C(C2(C)C)(CC1OC(=O)C(C(C5=CC=CC=C5)NC(=O)OC(C)(C)C)O)O)OC(=O)C6=CC=CC=C6)(CO4)OC(=O)C)OC)C)OC. Drug 2: COCCOC1=C(C=C2C(=C1)C(=NC=N2)NC3=CC=CC(=C3)C#C)OCCOC.Cl. Cell line: HL-60(TB). Synergy scores: CSS=64.2, Synergy_ZIP=9.33, Synergy_Bliss=8.49, Synergy_Loewe=-37.0, Synergy_HSA=8.35. (7) Drug 1: C1CC(=O)NC(=O)C1N2C(=O)C3=CC=CC=C3C2=O. Drug 2: C1C(C(OC1N2C=NC3=C2NC=NCC3O)CO)O. Cell line: HCT-15. Synergy scores: CSS=4.69, Synergy_ZIP=-2.17, Synergy_Bliss=-2.24, Synergy_Loewe=-6.89, Synergy_HSA=-2.33. (8) Drug 1: CCC1(C2=C(COC1=O)C(=O)N3CC4=CC5=C(C=CC(=C5CN(C)C)O)N=C4C3=C2)O.Cl. Drug 2: C1C(C(OC1N2C=NC(=NC2=O)N)CO)O. Cell line: A498. Synergy scores: CSS=29.9, Synergy_ZIP=-7.85, Synergy_Bliss=-2.64, Synergy_Loewe=-30.4, Synergy_HSA=-1.04.